Dataset: Full USPTO retrosynthesis dataset with 1.9M reactions from patents (1976-2016). Task: Predict the reactants needed to synthesize the given product. (1) Given the product [N+:1]([C:4]1[CH:41]=[CH:40][C:7]([C:8]([O:10][C@@:11]([C:18]2[N:19]=[N:20][N:21]([CH2:23][C:24]3[CH:33]=[C:32]4[C:27]([C:28]([C:36]5[N:45]=[C:42]([CH3:43])[O:44][CH:37]=5)=[CH:29][C:30]([C:34]#[N:35])=[N:31]4)=[CH:26][CH:25]=3)[CH:22]=2)([C:14]([F:15])([F:16])[F:17])[CH2:12][CH3:13])=[O:9])=[CH:6][CH:5]=1)([O-:3])=[O:2], predict the reactants needed to synthesize it. The reactants are: [N+:1]([C:4]1[CH:41]=[CH:40][C:7]([C:8]([O:10][C@@:11]([C:18]2[N:19]=[N:20][N:21]([CH2:23][C:24]3[CH:33]=[C:32]4[C:27]([C:28]([C:36](=O)[CH2:37]Br)=[CH:29][C:30]([C:34]#[N:35])=[N:31]4)=[CH:26][CH:25]=3)[CH:22]=2)([C:14]([F:17])([F:16])[F:15])[CH2:12][CH3:13])=[O:9])=[CH:6][CH:5]=1)([O-:3])=[O:2].[C:42]([NH2:45])(=[O:44])[CH3:43]. (2) Given the product [CH2:7]1[C:15]2[C:10](=[CH:11][CH:12]=[CH:13][CH:14]=2)[CH2:9][N:8]1[C:18](=[O:19])[C:17]([F:28])([F:27])[F:16], predict the reactants needed to synthesize it. The reactants are: N1C=CC=CC=1.[CH2:7]1[C:15]2[C:10](=[CH:11][CH:12]=[CH:13][CH:14]=2)[CH2:9][NH:8]1.[F:16][C:17]([F:28])([F:27])[C:18](O[C:18](=[O:19])[C:17]([F:28])([F:27])[F:16])=[O:19]. (3) Given the product [Br:12][C:4]1[C:3]2[O:13][CH2:22][C:23]([C:25]3[CH:26]=[N:27][CH:28]=[CH:29][CH:30]=3)([OH:24])[NH:1][C:2]=2[C:7]([N+:8]([O-:10])=[O:9])=[C:6]([F:11])[CH:5]=1, predict the reactants needed to synthesize it. The reactants are: [NH2:1][C:2]1[C:7]([N+:8]([O-:10])=[O:9])=[C:6]([F:11])[CH:5]=[C:4]([Br:12])[C:3]=1[OH:13].C(=O)([O-])[O-].[K+].[K+].Br.Br[CH2:22][C:23]([C:25]1[CH:26]=[N:27][CH:28]=[CH:29][CH:30]=1)=[O:24].O. (4) Given the product [CH3:21][O:20][C:4]1[CH:5]=[C:6]([CH2:9][CH2:10][C:11]2[CH:12]=[CH:13][C:14]([NH2:17])=[CH:15][CH:16]=2)[CH:7]=[CH:8][C:3]=1[O:2][CH3:1], predict the reactants needed to synthesize it. The reactants are: [CH3:1][O:2][C:3]1[CH:8]=[CH:7][C:6]([CH:9]=[CH:10][C:11]2[CH:16]=[CH:15][C:14]([N+:17]([O-])=O)=[CH:13][CH:12]=2)=[CH:5][C:4]=1[O:20][CH3:21].